This data is from TCR-epitope binding with 47,182 pairs between 192 epitopes and 23,139 TCRs. The task is: Binary Classification. Given a T-cell receptor sequence (or CDR3 region) and an epitope sequence, predict whether binding occurs between them. (1) The epitope is YFPLQSYGF. The TCR CDR3 sequence is CAIIRRTSGGTDTQYF. Result: 0 (the TCR does not bind to the epitope). (2) The epitope is GTHWFVTQR. The TCR CDR3 sequence is CASSLTGWQYF. Result: 0 (the TCR does not bind to the epitope). (3) The epitope is VLAWLYAAV. The TCR CDR3 sequence is CASSLDRTTNYGYTF. Result: 0 (the TCR does not bind to the epitope). (4) The epitope is FLYALALLL. The TCR CDR3 sequence is CASSLVPSTDTQYF. Result: 0 (the TCR does not bind to the epitope). (5) The epitope is RQLLFVVEV. The TCR CDR3 sequence is CASGWSSSYNEQFF. Result: 1 (the TCR binds to the epitope). (6) The epitope is KRWIIMGLNK. The TCR CDR3 sequence is CASGLGLSYEQYF. Result: 0 (the TCR does not bind to the epitope).